Dataset: Catalyst prediction with 721,799 reactions and 888 catalyst types from USPTO. Task: Predict which catalyst facilitates the given reaction. (1) Reactant: [Br:1][C:2]1[CH:18]=[CH:17][C:5]2[C:6]3[N:7]=[C:8](C(O)=O)[S:9][C:10]=3[CH2:11][CH2:12][O:13][C:4]=2[CH:3]=1.C([N:21](CC)CC)C.C1(P(N=[N+]=[N-])(C2C=CC=CC=2)=O)C=CC=CC=1. Product: [Br:1][C:2]1[CH:18]=[CH:17][C:5]2[C:6]3[N:7]=[C:8]([NH2:21])[S:9][C:10]=3[CH2:11][CH2:12][O:13][C:4]=2[CH:3]=1. The catalyst class is: 107. (2) Reactant: [Br:1][C:2]1[CH:7]=[CH:6][C:5]([C:8]2([OH:14])[CH2:13][CH2:12][NH:11][CH2:10][CH2:9]2)=[CH:4][CH:3]=1.C(N(CC)CC)C.[CH3:22][S:23](Cl)(=[O:25])=[O:24]. The catalyst class is: 4. Product: [Br:1][C:2]1[CH:7]=[CH:6][C:5]([C:8]2([OH:14])[CH2:9][CH2:10][N:11]([S:23]([CH3:22])(=[O:25])=[O:24])[CH2:12][CH2:13]2)=[CH:4][CH:3]=1. (3) Reactant: [I:1][C:2]1[CH:9]=[CH:8][C:5]([CH2:6]Br)=[CH:4][CH:3]=1.[OH-:10].[Na+].O. Product: [I:1][C:2]1[CH:9]=[CH:8][C:5]([CH2:6][O:10][CH2:6][C:5]2[CH:8]=[CH:9][C:2]([I:1])=[CH:3][CH:4]=2)=[CH:4][CH:3]=1. The catalyst class is: 37. (4) Reactant: [F:1][C:2]([F:18])([F:17])[CH2:3][O:4][C:5]1[CH:10]=[CH:9][C:8]([N:11]2[CH2:16][CH2:15][NH:14][CH2:13][CH2:12]2)=[CH:7][CH:6]=1.C(N(CC)CC)C.[CH3:26][S:27](Cl)(=[O:29])=[O:28]. Product: [CH3:26][S:27]([N:14]1[CH2:15][CH2:16][N:11]([C:8]2[CH:7]=[CH:6][C:5]([O:4][CH2:3][C:2]([F:1])([F:17])[F:18])=[CH:10][CH:9]=2)[CH2:12][CH2:13]1)(=[O:29])=[O:28]. The catalyst class is: 2. (5) Reactant: Cl.[NH2:2][OH:3].C(=O)(O)[O-].[Na+].[C:9]([C:11]1[CH:12]=[C:13]2[C:17](=[CH:18][CH:19]=1)[NH:16][C:15]([CH2:20][CH2:21][C:22]([O:24][CH2:25][CH3:26])=[O:23])=[CH:14]2)#[N:10]. Product: [OH:3][NH:2][C:9](=[NH:10])[C:11]1[CH:12]=[C:13]2[C:17](=[CH:18][CH:19]=1)[NH:16][C:15]([CH2:20][CH2:21][C:22]([O:24][CH2:25][CH3:26])=[O:23])=[CH:14]2. The catalyst class is: 14. (6) Reactant: [F:1][C:2]1[CH:7]=[CH:6][C:5]([F:8])=[CH:4][C:3]=1[CH:9]([S:20]([C:23]1[CH:28]=[CH:27][C:26]([F:29])=[CH:25][CH:24]=1)(=[O:22])=[O:21])[C:10]1[C:11]([CH3:19])=[CH:12]C(C(O)=O)=N[CH:15]=1.[NH2:30][CH2:31][CH2:32][OH:33].[OH:34]N1C2C=CC=CC=2N=N1.Cl.[CH2:45]([N:47]=C=NCCCN(C)C)[CH3:46]. Product: [F:1][C:2]1[CH:7]=[CH:6][C:5]([F:8])=[CH:4][C:3]=1[CH:9]([S:20]([C:23]1[CH:28]=[CH:27][C:26]([F:29])=[CH:25][CH:24]=1)(=[O:22])=[O:21])[C:10]1[C:11]([CH3:19])=[CH:12][C:31]([C:32]([NH:47][CH2:45][CH2:46][OH:34])=[O:33])=[N:30][CH:15]=1. The catalyst class is: 2.